This data is from Forward reaction prediction with 1.9M reactions from USPTO patents (1976-2016). The task is: Predict the product of the given reaction. Given the reactants Br[C:2]1[C:3]([CH3:8])=[N:4][CH:5]=[CH:6][CH:7]=1.[CH3:9][C:10]1[CH:11]=[C:12]([CH:17]=[CH:18][C:19]=1B1OC(C)(C)C(C)(C)O1)[C:13]([O:15]C)=[O:14].C(=O)([O-])[O-].[K+].[K+].[OH-].[Na+], predict the reaction product. The product is: [CH3:9][C:10]1[CH:11]=[C:12]([CH:17]=[CH:18][C:19]=1[C:2]1[C:3]([CH3:8])=[N:4][CH:5]=[CH:6][CH:7]=1)[C:13]([OH:15])=[O:14].